From a dataset of Forward reaction prediction with 1.9M reactions from USPTO patents (1976-2016). Predict the product of the given reaction. (1) Given the reactants [OH:1][C:2]1[CH:10]=[CH:9][CH:8]=[C:4]([C:5]([OH:7])=[O:6])[C:3]=1[NH2:11].N1C=CC=CC=1.[C:18](Cl)(=[O:25])[C:19]1[CH:24]=[CH:23][N:22]=[CH:21][CH:20]=1, predict the reaction product. The product is: [OH:1][C:2]1[C:3]([NH:11][C:18](=[O:25])[C:19]2[CH:24]=[CH:23][N:22]=[CH:21][CH:20]=2)=[C:4]([CH:8]=[CH:9][CH:10]=1)[C:5]([OH:7])=[O:6]. (2) Given the reactants [C:1]([O:5][C:6]([N:8]1[CH2:13][CH2:12][C:11]2([CH2:18][CH2:17][NH:16][CH2:15][CH2:14]2)[CH2:10][CH2:9]1)=[O:7])([CH3:4])([CH3:3])[CH3:2].Cl[CH:20](Cl)C.C(O[BH-](OC(=O)C)OC(=O)C)(=O)C.[Na+].C(=O)([O-])O.[Na+], predict the reaction product. The product is: [OH-:5].[NH4+:8].[C:1]([O:5][C:6]([N:8]1[CH2:13][CH2:12][C:11]2([CH2:18][CH2:17][N:16]([CH3:20])[CH2:15][CH2:14]2)[CH2:10][CH2:9]1)=[O:7])([CH3:4])([CH3:2])[CH3:3]. (3) Given the reactants I.[NH2:2][C:3]1[C:4]([C:11]([NH:13][C:14](=[NH:17])SC)=[O:12])=[N:5][C:6]([Cl:10])=[C:7]([NH2:9])[N:8]=1.Br.[OH:19][C:20]1[CH:21]=[C:22]([CH2:27][CH2:28][CH2:29][CH2:30][NH2:31])[CH:23]=[CH:24][C:25]=1[OH:26], predict the reaction product. The product is: [ClH:10].[OH:19][C:20]1[CH:21]=[C:22]([CH2:27][CH2:28][CH2:29][CH2:30][NH:31][C:14]([NH:13][C:11]([C:4]2[C:3]([NH2:2])=[N:8][C:7]([NH2:9])=[C:6]([Cl:10])[N:5]=2)=[O:12])=[NH:17])[CH:23]=[CH:24][C:25]=1[OH:26]. (4) Given the reactants [H-].[Al+3].[Li+].[H-].[H-].[H-].[CH3:7][C:8]([CH2:15][CH2:16][CH2:17][CH:18]([CH3:30])[CH2:19][CH2:20][CH2:21][CH:22]([CH3:29])[CH2:23][CH2:24][CH2:25][CH:26]([CH3:28])[CH3:27])=[CH:9][CH2:10][C:11](OC)=[O:12].S([O-])([O-])(=O)=O.[Na+].[Na+], predict the reaction product. The product is: [CH3:7][C:8]([CH2:15][CH2:16][CH2:17][CH:18]([CH3:30])[CH2:19][CH2:20][CH2:21][CH:22]([CH3:29])[CH2:23][CH2:24][CH2:25][CH:26]([CH3:28])[CH3:27])=[CH:9][CH2:10][CH2:11][OH:12]. (5) Given the reactants [Cl:1][C:2]1[CH:7]=[CH:6][C:5]([C:8]2[N:9]=[C:10]3[CH:15]=[CH:14][CH:13]=[CH:12][N:11]3[C:16]=2[CH2:17][N:18]2[CH2:22][C:21](NCCN(C)C)=[CH:20][C:19]2=[O:29])=[CH:4][CH:3]=1.ClC1C=CC(C2N=C3C=CC=CN3C=2CN2CC(OC)=CC2=O)=CC=1.[NH:55]1[CH2:60][CH2:59][CH:58]([OH:61])[CH2:57][CH2:56]1, predict the reaction product. The product is: [Cl:1][C:2]1[CH:3]=[CH:4][C:5]([C:8]2[N:9]=[C:10]3[CH:15]=[CH:14][CH:13]=[CH:12][N:11]3[C:16]=2[CH2:17][N:18]2[CH2:22][C:21]([N:55]3[CH2:60][CH2:59][CH:58]([OH:61])[CH2:57][CH2:56]3)=[CH:20][C:19]2=[O:29])=[CH:6][CH:7]=1. (6) Given the reactants [F:1][C:2]1[C:3]2[O:28][N:27]=[C:26]([N:29]3[CH2:34][CH2:33][N:32](C(OC(C)(C)C)=O)[CH2:31][CH2:30]3)[C:4]=2[CH:5]=[C:6]2[C:19]=1[N:18]1[CH2:20][C@@H:21]([CH3:25])[O:22][C@@H:23]([CH3:24])[C@@H:17]1[C:8]1([C:13](=[O:14])[NH:12][C:11](=[O:15])[NH:10][C:9]1=[O:16])[CH2:7]2.Cl, predict the reaction product. The product is: [F:1][C:2]1[C:3]2[O:28][N:27]=[C:26]([N:29]3[CH2:30][CH2:31][NH:32][CH2:33][CH2:34]3)[C:4]=2[CH:5]=[C:6]2[C:19]=1[N:18]1[CH2:20][C@@H:21]([CH3:25])[O:22][C@@H:23]([CH3:24])[C@@H:17]1[C:8]1([C:13](=[O:14])[NH:12][C:11](=[O:15])[NH:10][C:9]1=[O:16])[CH2:7]2. (7) Given the reactants [CH3:1]OC([C@]1(C)C[C@@H](O)CN1C(OC(C)(C)C)=O)=O.[CH3:19][O:20][C:21]([C@@H:23]1[CH2:27][C@H:26]([NH2:28])[CH2:25][N:24]1[CH2:29][CH:30]1[CH2:35][CH2:34][CH2:33][CH2:32][CH2:31]1)=[O:22], predict the reaction product. The product is: [CH3:19][O:20][C:21]([C@:23]1([CH3:1])[CH2:27][C@H:26]([NH2:28])[CH2:25][N:24]1[CH2:29][CH:30]1[CH2:35][CH2:34][CH2:33][CH2:32][CH2:31]1)=[O:22]. (8) Given the reactants [CH2:1]([C:3]1([CH2:13][C:14]([OH:16])=[O:15])[C:11]2[C:6](=[CH:7][CH:8]=[C:9]([OH:12])[CH:10]=2)[CH2:5][CH2:4]1)[CH3:2].[CH2:17](Cl)Cl.CO.C[Si](C=[N+]=[N-])(C)C.C(O)(=O)C, predict the reaction product. The product is: [CH2:1]([C:3]1([CH2:13][C:14]([O:16][CH3:17])=[O:15])[C:11]2[C:6](=[CH:7][CH:8]=[C:9]([OH:12])[CH:10]=2)[CH2:5][CH2:4]1)[CH3:2].